From a dataset of Full USPTO retrosynthesis dataset with 1.9M reactions from patents (1976-2016). Predict the reactants needed to synthesize the given product. (1) Given the product [ClH:11].[Cl:11][C:8]1[CH:7]=[C:3]([C:4]([NH2:6])=[O:5])[C:2](=[NH:1])[N:10]([CH2:13][C:14]2[CH:19]=[CH:18][C:17]([S:20]([CH3:23])(=[O:22])=[O:21])=[C:16]([Cl:24])[CH:15]=2)[CH:9]=1, predict the reactants needed to synthesize it. The reactants are: [NH2:1][C:2]1[N:10]=[CH:9][C:8]([Cl:11])=[CH:7][C:3]=1[C:4]([NH2:6])=[O:5].Br[CH2:13][C:14]1[CH:19]=[CH:18][C:17]([S:20]([CH3:23])(=[O:22])=[O:21])=[C:16]([Cl:24])[CH:15]=1.C(OCC)(=O)C. (2) The reactants are: [F:1][C:2]1[CH:7]=[C:6]([C:8](O)=[O:9])[CH:5]=[CH:4][C:3]=1[C:11]1[CH:16]=[CH:15][C:14]([O:17][CH2:18][CH:19]2[CH2:24][CH2:23][N:22]([CH2:25][C:26]3([C:30]([F:33])([F:32])[F:31])[CH2:29][CH2:28][CH2:27]3)[CH2:21][CH2:20]2)=[CH:13][CH:12]=1.[NH:34]1[CH2:38][CH2:37][CH2:36][C@@H:35]1[CH2:39][OH:40].C1C=CC2N(O)N=NC=2C=1.C(Cl)CCl.CCN(C(C)C)C(C)C. Given the product [F:1][C:2]1[CH:7]=[C:6]([C:8]([N:34]2[CH2:38][CH2:37][CH2:36][C@@H:35]2[CH2:39][OH:40])=[O:9])[CH:5]=[CH:4][C:3]=1[C:11]1[CH:16]=[CH:15][C:14]([O:17][CH2:18][CH:19]2[CH2:20][CH2:21][N:22]([CH2:25][C:26]3([C:30]([F:31])([F:32])[F:33])[CH2:29][CH2:28][CH2:27]3)[CH2:23][CH2:24]2)=[CH:13][CH:12]=1, predict the reactants needed to synthesize it. (3) The reactants are: F[C:2]1[CH:11]=[C:10]2[C:5]([C:6](=[O:12])[NH:7][CH:8]=[N:9]2)=[C:4]([O:13][CH:14]([CH3:16])[CH3:15])[CH:3]=1.[CH3:17][O:18][CH2:19][CH2:20][OH:21]. Given the product [CH:14]([O:13][C:4]1[CH:3]=[C:2]([O:21][CH2:20][CH2:19][O:18][CH3:17])[CH:11]=[C:10]2[C:5]=1[C:6](=[O:12])[NH:7][CH:8]=[N:9]2)([CH3:16])[CH3:15], predict the reactants needed to synthesize it. (4) The reactants are: O[C:2]1[C:11]2[C:6](=[CH:7][CH:8]=[CH:9][CH:10]=2)[C:5]2[O:12][C:13]3[CH:18]=[CH:17][CH:16]=[CH:15][C:14]=3[C:4]=2[N:3]=1.[Cl:19]C1C=C2C(C3OC4C=CC=CC=4C=3N=C2O)=CC=1. Given the product [Cl:19][C:2]1[C:11]2[C:6](=[CH:7][CH:8]=[CH:9][CH:10]=2)[C:5]2[O:12][C:13]3[CH:18]=[CH:17][CH:16]=[CH:15][C:14]=3[C:4]=2[N:3]=1, predict the reactants needed to synthesize it.